From a dataset of HIV replication inhibition screening data with 41,000+ compounds from the AIDS Antiviral Screen. Binary Classification. Given a drug SMILES string, predict its activity (active/inactive) in a high-throughput screening assay against a specified biological target. (1) The compound is COc1ccc(N2C(=O)C3c4[nH]c5ccccc5c4C4C(C)CCCC4C3C2=O)cc1. The result is 0 (inactive). (2) The result is 0 (inactive). The compound is Cc1nccc2c1[nH]c1cc(O)ccc12.Cl. (3) The molecule is Oc1cc(O)c2ccccc2n1. The result is 0 (inactive). (4) The molecule is CC1CC2C3CCC4=CC(=O)C=CC4(C)C3(F)C(O)CC2(C)C1(O)C(=O)CO.O=C(Nc1cccc2c(OC(=O)C(Cl)Cl)c(N=Nc3ccc(S(=O)(=O)Nc4nccs4)cc3)cc(N=Nc3ccc(S(=O)(=O)Nc4nccs4)cc3)c12)C(Cl)Cl. The result is 0 (inactive). (5) The compound is c1ccc2c(c1)[nH]c1c[n+]3c(c[n+]12)[nH]c1ccccc13. The result is 0 (inactive).